Predict which catalyst facilitates the given reaction. From a dataset of Catalyst prediction with 721,799 reactions and 888 catalyst types from USPTO. (1) Reactant: [C:1]([NH:5][C:6]([C:8]1[C:16]2[C:11](=[N:12][CH:13]=[C:14]([C:17]3[C:25]4[C:20](=[CH:21][CH:22]=[C:23]([O:26][CH:27]([F:29])[F:28])[CH:24]=4)[N:19]([CH2:30][CH2:31][CH2:32][N:33]4[CH2:36][CH:35]([C:37]#[N:38])[CH2:34]4)[N:18]=3)[N:15]=2)[N:10](COCC[Si](C)(C)C)[CH:9]=1)=[O:7])([CH3:4])([CH3:3])[CH3:2].C(O)(C(F)(F)F)=O. Product: [C:1]([NH:5][C:6]([C:8]1[C:16]2[C:11](=[N:12][CH:13]=[C:14]([C:17]3[C:25]4[C:20](=[CH:21][CH:22]=[C:23]([O:26][CH:27]([F:28])[F:29])[CH:24]=4)[N:19]([CH2:30][CH2:31][CH2:32][N:33]4[CH2:34][CH:35]([C:37]#[N:38])[CH2:36]4)[N:18]=3)[N:15]=2)[NH:10][CH:9]=1)=[O:7])([CH3:4])([CH3:2])[CH3:3]. The catalyst class is: 4. (2) Reactant: [CH2:1]1[C:11]2=[C:12]3[C:7](=[CH:8][CH:9]=[CH:10]2)[C:6](B(O)O)=[CH:5][CH:4]=[C:3]3[CH2:2]1.Br[C:17]1[C:24]([F:25])=[C:23]([F:26])[C:20]([C:21]#[N:22])=[C:19]([F:27])[C:18]=1[F:28].COC1C=CC=C(OC)C=1C1C=CC=CC=1P(C1CCCCC1)C1CCCCC1.[O-]P([O-])([O-])=O.[K+].[K+].[K+]. Product: [CH2:1]1[C:11]2=[C:12]3[C:7](=[CH:8][CH:9]=[CH:10]2)[C:6]([C:17]2[C:18]([F:28])=[C:19]([F:27])[C:20]([C:21]#[N:22])=[C:23]([F:26])[C:24]=2[F:25])=[CH:5][CH:4]=[C:3]3[CH2:2]1. The catalyst class is: 101. (3) Reactant: [Br:1][C:2]1[CH:3]=[C:4]([CH:6]=[CH:7][C:8]=1[CH3:9])[NH2:5].[CH3:10][C:11]([O:14][C:15](O[C:15]([O:14][C:11]([CH3:13])([CH3:12])[CH3:10])=[O:16])=[O:16])([CH3:13])[CH3:12].CCN(CC)CC.O. Product: [Br:1][C:2]1[CH:3]=[C:4]([NH:5][C:15](=[O:16])[O:14][C:11]([CH3:13])([CH3:12])[CH3:10])[CH:6]=[CH:7][C:8]=1[CH3:9]. The catalyst class is: 2. (4) Reactant: [ClH:1].[Cl:2][CH2:3][C:4]1[CH:5]=[N:6][N:7]([CH2:9][CH3:10])[CH:8]=1.[C:11]1([P:17]([C:24]2[CH:29]=[CH:28][CH:27]=[CH:26][CH:25]=2)[C:18]2[CH:23]=[CH:22][CH:21]=[CH:20][CH:19]=2)[CH:16]=[CH:15][CH:14]=[CH:13][CH:12]=1. Product: [ClH:2].[Cl-:1].[CH2:9]([N:7]1[CH:8]=[C:4]([CH2:3][P+:17]([C:18]2[CH:19]=[CH:20][CH:21]=[CH:22][CH:23]=2)([C:24]2[CH:29]=[CH:28][CH:27]=[CH:26][CH:25]=2)[C:11]2[CH:12]=[CH:13][CH:14]=[CH:15][CH:16]=2)[CH:5]=[N:6]1)[CH3:10]. The catalyst class is: 10. (5) Reactant: CN(C(ON1N=N[C:11]2[CH:12]=[CH:13][CH:14]=[N:15][C:10]1=2)=[N+](C)C)C.[F:18][P-](F)(F)(F)(F)F.[CH3:25][O:26][C:27]1[CH:28]=CC(NS(C)(=O)=O)=C(C=1)C(O)=O.C(N(CC)CC)C.[OH2:48]. Product: [NH2:15][C:10]1[C:11]([F:18])=[CH:12][CH:13]=[CH:14][C:28]=1[C:27]([O:26][CH3:25])=[O:48]. The catalyst class is: 3.